Dataset: Forward reaction prediction with 1.9M reactions from USPTO patents (1976-2016). Task: Predict the product of the given reaction. (1) Given the reactants [F:1][C:2]([F:15])([F:14])[CH:3]([OH:13])[C:4]1[CH:9]=[CH:8][CH:7]=[CH:6][C:5]=1[N+:10]([O-])=O.[H][H], predict the reaction product. The product is: [F:1][C:2]([F:14])([F:15])[CH:3]([OH:13])[C:4]1[CH:9]=[CH:8][CH:7]=[CH:6][C:5]=1[NH2:10]. (2) Given the reactants [CH3:1][O:2][C:3]([C:5]1[CH:10]=[CH:9][C:8]([CH2:11][N:12]2[C:18](=[O:19])[CH2:17][CH2:16][N:15](C(OC(C)(C)C)=O)[CH2:14][CH2:13]2)=[CH:7][CH:6]=1)=[O:4].Cl, predict the reaction product. The product is: [O:19]=[C:18]1[N:12]([CH2:11][C:8]2[CH:9]=[CH:10][C:5]([C:3]([O:2][CH3:1])=[O:4])=[CH:6][CH:7]=2)[CH2:13][CH2:14][NH:15][CH2:16][CH2:17]1. (3) Given the reactants CC(C)([O-])C.[K+].[F:7][C:8]1[CH:15]=[C:14]([OH:16])[CH:13]=[CH:12][C:9]=1[CH:10]=[O:11].Br[CH2:18][CH2:19][CH2:20][O:21][C:22]1[CH:27]=[CH:26][C:25]([C:28]2[CH:33]=[CH:32][CH:31]=[CH:30][CH:29]=2)=[CH:24][CH:23]=1, predict the reaction product. The product is: [C:25]1([C:28]2[CH:29]=[CH:30][CH:31]=[CH:32][CH:33]=2)[CH:24]=[CH:23][C:22]([O:21][CH2:20][CH2:19][CH2:18][O:16][C:14]2[CH:13]=[CH:12][C:9]([CH:10]=[O:11])=[C:8]([F:7])[CH:15]=2)=[CH:27][CH:26]=1. (4) Given the reactants [F:1][C:2]([F:29])([F:28])[C:3]1[N:8]=[C:7]([N:9]2[CH2:13][C@@H:12]3[C@H:14](C4C=C(Br)C=CC=4S([O-])(=O)=O)[CH2:15][CH2:16][C@@H:11]3[CH2:10]2)[CH:6]=[CH:5][CH:4]=1.[NH2:30][C@@H:31]([CH2:35][CH:36]([CH3:38])[CH3:37])[C:32]([NH2:34])=[O:33], predict the reaction product. The product is: [F:28][C:2]([F:29])([F:1])[C:3]1[N:8]=[C:7]([N:9]2[CH2:13][C@@H:12]3[C@@H:14]([NH:30][C@H:31]([C:32]([NH2:34])=[O:33])[CH2:35][CH:36]([CH3:38])[CH3:37])[CH2:15][CH2:16][C@@H:11]3[CH2:10]2)[CH:6]=[CH:5][CH:4]=1. (5) Given the reactants [NH2:1][C:2]1[CH:7]=[CH:6][C:5]([O:8][C:9]2[C:18]3[C:13](=[CH:14][C:15]([O:21][CH3:22])=[C:16]([O:19][CH3:20])[CH:17]=3)[N:12]=[CH:11][CH:10]=2)=[CH:4][C:3]=1[CH2:23][OH:24].Cl[C:26](Cl)([O:28]C(=O)OC(Cl)(Cl)Cl)Cl.O, predict the reaction product. The product is: [CH3:20][O:19][C:16]1[CH:17]=[C:18]2[C:13](=[CH:14][C:15]=1[O:21][CH3:22])[N:12]=[CH:11][CH:10]=[C:9]2[O:8][C:5]1[CH:6]=[CH:7][C:2]2[NH:1][C:26](=[O:28])[O:24][CH2:23][C:3]=2[CH:4]=1. (6) Given the reactants Cl.C[O:3][C:4](=[O:39])[C:5]1[CH:10]=[CH:9][C:8]([CH2:11][O:12][C:13]2[CH:18]=[CH:17][C:16]([CH2:19][C@H:20]([NH2:38])[C:21]3[N:22]([CH2:34][CH2:35][CH2:36][CH3:37])[CH:23]=[C:24]([C:26]4[CH:31]=[CH:30][C:29]([Cl:32])=[CH:28][C:27]=4[Cl:33])[N:25]=3)=[CH:15][CH:14]=2)=[CH:7][CH:6]=1.[C:40](O)(=[O:46])[C:41]#[C:42][CH2:43][CH2:44][CH3:45], predict the reaction product. The product is: [CH2:34]([N:22]1[CH:23]=[C:24]([C:26]2[CH:31]=[CH:30][C:29]([Cl:32])=[CH:28][C:27]=2[Cl:33])[N:25]=[C:21]1[C@@H:20]([NH:38][C:40](=[O:46])[C:41]#[C:42][CH2:43][CH2:44][CH3:45])[CH2:19][C:16]1[CH:17]=[CH:18][C:13]([O:12][CH2:11][C:8]2[CH:7]=[CH:6][C:5]([C:4]([OH:3])=[O:39])=[CH:10][CH:9]=2)=[CH:14][CH:15]=1)[CH2:35][CH2:36][CH3:37]. (7) Given the reactants C(OC)(=O)C1C=CC(C(OC)=O)=CC=1.C1OC1.[OH:18][C:19]1[CH:24]=[CH:23][C:22]([C:25]([C:28]2[CH:33]=[CH:32][C:31]([OH:34])=[CH:30][CH:29]=2)([CH3:27])[CH3:26])=[CH:21][CH:20]=1, predict the reaction product. The product is: [CH3:27][C:25]([C:22]1[CH:21]=[CH:20][C:19]([OH:18])=[CH:24][CH:23]=1)([C:28]1[CH:33]=[CH:32][C:31]([OH:34])=[CH:30][CH:29]=1)[CH3:26].